This data is from Full USPTO retrosynthesis dataset with 1.9M reactions from patents (1976-2016). The task is: Predict the reactants needed to synthesize the given product. (1) Given the product [CH2:1]([O:3][C:4](=[O:21])[C:5]1[CH:10]=[C:9]([O:11][C:12]([F:13])([F:14])[F:15])[C:8]([CH:16]=[CH2:17])=[CH:7][C:6]=1[NH2:18])[CH3:2], predict the reactants needed to synthesize it. The reactants are: [CH2:1]([O:3][C:4](=[O:21])[C:5]1[CH:10]=[C:9]([O:11][C:12]([F:15])([F:14])[F:13])[C:8]([CH:16]=[CH2:17])=[CH:7][C:6]=1[N+:18]([O-])=O)[CH3:2].[Cl-].[NH4+]. (2) Given the product [CH3:40][C:41]1[CH:46]=[CH:45][CH:44]=[CH:43][C:42]=1[CH:47]([OH:52])[C:48]([NH:50][CH3:51])=[O:49], predict the reactants needed to synthesize it. The reactants are: CC(S[C@@H]1O[C@H](CO)[C@H](O)[C@H](O)[C@H]1O)C.CC1(C)S[C@@H]2[C@H](NC([C@H](N)C3C=CC=CC=3)=O)C(=O)N2[C@H]1C(O)=O.[CH3:40][C:41]1[CH:46]=[CH:45][CH:44]=[CH:43][C:42]=1[C:47](=[O:52])[C:48]([NH:50][CH3:51])=[O:49].C1C=[N+]([C@@H]2O[C@H](COP(OP(OC[C@H]3O[C@@H](N4C5N=CN=C(N)C=5N=C4)[C@H](OP(O)(O)=O)[C@@H]3O)(O)=O)(O)=O)[C@@H](O)[C@H]2O)C=C(C(N)=O)C=1.O=C[C@@H]([C@H]([C@@H]([C@@H](CO)O)O)O)O.P([O-])([O-])([O-])=O. (3) The reactants are: [S:1]1[C:5]2[CH:6]=[CH:7][CH:8]=[CH:9][C:4]=2[N:3]=[C:2]1[NH2:10].C(N(C(C)C)CC)(C)C.CNC1(NC)C=CN=CC1.[C:30]1([CH3:39])[CH:35]=[CH:34][C:33]([C:36](Cl)=[O:37])=[CH:32][CH:31]=1. Given the product [S:1]1[C:5]2[CH:6]=[CH:7][CH:8]=[CH:9][C:4]=2[N:3]=[C:2]1[NH:10][C:36](=[O:37])[C:33]1[CH:34]=[CH:35][C:30]([CH3:39])=[CH:31][CH:32]=1, predict the reactants needed to synthesize it. (4) Given the product [ClH:1].[ClH:23].[Cl:22][C:20]1[CH:19]=[C:4]([CH:3]=[C:2]([Cl:1])[CH:21]=1)[CH2:5][N:6]1[CH2:11][CH2:10][NH:9][CH2:8][CH2:7]1, predict the reactants needed to synthesize it. The reactants are: [Cl:1][C:2]1[CH:3]=[C:4]([CH:19]=[C:20]([Cl:22])[CH:21]=1)[CH2:5][N:6]1[CH2:11][CH2:10][N:9](C(OC(C)(C)C)=O)[CH2:8][CH2:7]1.[ClH:23]. (5) Given the product [CH3:27][S:24]([O:23][CH2:22][CH2:21][CH2:20][CH2:19][CH2:18][C:15]1[CH:14]=[CH:13][C:12]([O:11][CH2:10][CH2:9][CH2:8][N:1]2[CH2:7][CH2:6][CH2:5][CH2:4][CH2:3][CH2:2]2)=[CH:17][CH:16]=1)(=[O:26])=[O:25], predict the reactants needed to synthesize it. The reactants are: [N:1]1([CH2:8][CH2:9][CH2:10][O:11][C:12]2[CH:17]=[CH:16][C:15]([CH2:18][CH2:19][CH2:20][CH2:21][CH2:22][OH:23])=[CH:14][CH:13]=2)[CH2:7][CH2:6][CH2:5][CH2:4][CH2:3][CH2:2]1.[S:24](Cl)([CH3:27])(=[O:26])=[O:25].CCN(C(C)C)C(C)C. (6) Given the product [OH:15][CH2:14][CH2:13][C:7]1([CH2:17][CH2:18][OH:19])[CH2:8][CH2:9][CH2:10][CH2:11][CH2:12]1, predict the reactants needed to synthesize it. The reactants are: [H-].[Al+3].[Li+].[H-].[H-].[H-].[C:7]1([CH2:17][C:18](O)=[O:19])([CH2:13][C:14](O)=[O:15])[CH2:12][CH2:11][CH2:10][CH2:9][CH2:8]1.[OH-].[Na+]. (7) Given the product [C:56]([OH:57])([C:2]([F:42])([F:41])[F:1])=[O:59].[F:41][C:2]([F:42])([F:1])[C:3]1[N:7]([C:8]2[CH:13]=[CH:12][CH:11]=[C:10]([C:14]3[CH:19]=[CH:18][CH:17]=[CH:16][C:15]=3[CH2:20][CH2:21][C:22]3[CH:23]=[CH:24][C:25]([C:48]4[CH:49]=[CH:50][C:45]([C:44]([F:55])([F:54])[F:43])=[CH:46][CH:47]=4)=[CH:26][CH:27]=3)[N:9]=2)[N:6]=[CH:5][C:4]=1[C:36]([OH:38])=[O:37], predict the reactants needed to synthesize it. The reactants are: [F:1][C:2]([F:42])([F:41])[C:3]1[N:7]([C:8]2[CH:13]=[CH:12][CH:11]=[C:10]([C:14]3[CH:19]=[CH:18][CH:17]=[CH:16][C:15]=3[CH2:20][CH2:21][C:22]3[CH:27]=[CH:26][C:25](OS(C(F)(F)F)(=O)=O)=[CH:24][CH:23]=3)[N:9]=2)[N:6]=[CH:5][C:4]=1[C:36]([O:38]CC)=[O:37].[F:43][C:44]([F:55])([F:54])[C:45]1[CH:50]=[CH:49][C:48](B(O)O)=[CH:47][CH:46]=1.[C:56](=[O:59])([O-])[O-:57].[Na+].[Na+].[OH-].[Li+].Cl.